This data is from Forward reaction prediction with 1.9M reactions from USPTO patents (1976-2016). The task is: Predict the product of the given reaction. (1) Given the reactants [BH4-].[Na+].[C:3]1([C:9]([C:18]2[CH:23]=[CH:22][CH:21]=[CH:20][CH:19]=2)(O)[CH:10]2[CH2:15][CH2:14][N:13]([CH3:16])[CH2:12][CH2:11]2)[CH:8]=[CH:7][CH:6]=[CH:5][CH:4]=1.N#N, predict the reaction product. The product is: [C:3]1([CH:9]([C:18]2[CH:23]=[CH:22][CH:21]=[CH:20][CH:19]=2)[CH:10]2[CH2:11][CH2:12][N:13]([CH3:16])[CH2:14][CH2:15]2)[CH:4]=[CH:5][CH:6]=[CH:7][CH:8]=1. (2) Given the reactants [C:1]([O:5][C:6]([N:8]1[CH2:13][C@@H:12]([C:14](=[O:37])[NH:15][CH2:16][C:17]2([CH2:31][CH2:32][CH2:33][CH2:34][O:35][CH3:36])[C:30]3[CH:29]=[CH:28][CH:27]=[CH:26][C:25]=3[O:24][C:23]3[C:18]2=[CH:19][CH:20]=[CH:21][CH:22]=3)[CH2:11][C@@H:10]([C:38](O)=[O:39])[CH2:9]1)=[O:7])([CH3:4])([CH3:3])[CH3:2].[CH2:41]([NH:43][CH2:44][C:45]([CH3:51])([CH3:50])[CH2:46][N:47]([CH3:49])[CH3:48])[CH3:42], predict the reaction product. The product is: [C:1]([O:5][C:6]([N:8]1[CH2:13][C@@H:12]([C:14](=[O:37])[NH:15][CH2:16][C:17]2([CH2:31][CH2:32][CH2:33][CH2:34][O:35][CH3:36])[C:30]3[CH:29]=[CH:28][CH:27]=[CH:26][C:25]=3[O:24][C:23]3[C:18]2=[CH:19][CH:20]=[CH:21][CH:22]=3)[CH2:11][C@@H:10]([C:38](=[O:39])[N:43]([CH2:44][C:45]([CH3:50])([CH3:51])[CH2:46][N:47]([CH3:49])[CH3:48])[CH2:41][CH3:42])[CH2:9]1)=[O:7])([CH3:4])([CH3:3])[CH3:2]. (3) Given the reactants [CH3:1][NH:2][CH2:3][C@H:4]([C:13]1[CH:22]=[CH:21][C:20]2[C:15](=[CH:16][CH:17]=[CH:18][CH:19]=2)[CH:14]=1)[C@@H:5]([C:7]1[CH:12]=[CH:11][CH:10]=[CH:9][CH:8]=1)O.C(N(S(F)(F)[F:29])CC)C, predict the reaction product. The product is: [F:29][C@@H:5]([C:7]1[CH:12]=[CH:11][CH:10]=[CH:9][CH:8]=1)[C@@H:4]([C:13]1[CH:22]=[CH:21][C:20]2[C:15](=[CH:16][CH:17]=[CH:18][CH:19]=2)[CH:14]=1)[CH2:3][NH:2][CH3:1]. (4) Given the reactants [C:1]([C:3]1[C:4]([N:15]2[CH2:18][CH:17]([C:19]([OH:21])=O)[CH2:16]2)=[N:5][C:6]([CH3:14])=[C:7]([C:9]([O:11][CH2:12][CH3:13])=[O:10])[CH:8]=1)#[N:2].[Br:22][C:23]1[CH:24]=[C:25]([CH2:29][S:30]([NH2:33])(=[O:32])=[O:31])[CH:26]=[CH:27][CH:28]=1.CN(C(ON1N=NC2C=CC=NC1=2)=[N+](C)C)C.F[P-](F)(F)(F)(F)F, predict the reaction product. The product is: [CH2:12]([O:11][C:9](=[O:10])[C:7]1[CH:8]=[C:3]([C:1]#[N:2])[C:4]([N:15]2[CH2:16][CH:17]([C:19]([NH:33][S:30]([CH2:29][C:25]3[CH:26]=[CH:27][CH:28]=[C:23]([Br:22])[CH:24]=3)(=[O:32])=[O:31])=[O:21])[CH2:18]2)=[N:5][C:6]=1[CH3:14])[CH3:13]. (5) Given the reactants Cl.O[CH2:3][C:4]1[C:8]([C:9]([F:12])([F:11])[F:10])=[CH:7][N:6](C)[N:5]=1.NC(N)=S.C(=O)([O-])[O-].[K+].[K+].[CH3:24][S:25]([C:28]1[CH2:32][C:31]([CH3:34])([CH3:33])[O:30][N:29]=1)(=O)=O, predict the reaction product. The product is: [CH3:33][C:31]1([CH3:34])[O:30][N:29]=[C:28]([SH:25]([CH2:3][C:4]2[C:8]([C:9]([F:12])([F:11])[F:10])=[CH:7][NH:6][N:5]=2)[CH3:24])[CH2:32]1.